This data is from Forward reaction prediction with 1.9M reactions from USPTO patents (1976-2016). The task is: Predict the product of the given reaction. (1) Given the reactants [N:1]1[C:8](Cl)=[N:7][C:5](Cl)=[N:4][C:2]=1[Cl:3].[Al+3].[Cl-].[Cl-].[Cl-].S(=O)(=O)(O)O.[C:19]1([CH3:26])[CH:24]=[CH:23][CH:22]=[C:21]([CH3:25])[CH:20]=1, predict the reaction product. The product is: [Cl:3][C:2]1[N:4]=[C:5]([C:24]2[CH:23]=[CH:22][C:21]([CH3:25])=[CH:20][C:19]=2[CH3:26])[N:7]=[C:8]([C:24]2[CH:23]=[CH:22][C:21]([CH3:25])=[CH:20][C:19]=2[CH3:26])[N:1]=1.[CH3:26][C:19]1[CH:20]=[C:21]([CH3:25])[CH:22]=[CH:23][C:24]=1[C:2]1[N:4]=[C:5]([C:24]2[CH:23]=[CH:22][C:21]([CH3:25])=[CH:20][C:19]=2[CH3:26])[N:7]=[C:8]([C:24]2[CH:23]=[CH:22][C:21]([CH3:25])=[CH:20][C:19]=2[CH3:26])[N:1]=1. (2) Given the reactants [OH-].[Li+:2].[Cl:3][C:4]1[CH:5]=[C:6]([C:14]2[O:18][N:17]=[C:16]([C:19]3[CH:27]=[CH:26][CH:25]=[C:24]4[C:20]=3[CH:21]=[N:22][N:23]4[CH2:28][CH:29]([OH:35])[C:30]([O:32]CC)=[O:31])[N:15]=2)[CH:7]=[CH:8][C:9]=1[O:10][CH:11]([CH3:13])[CH3:12], predict the reaction product. The product is: [Cl:3][C:4]1[CH:5]=[C:6]([C:14]2[O:18][N:17]=[C:16]([C:19]3[CH:27]=[CH:26][CH:25]=[C:24]4[C:20]=3[CH:21]=[N:22][N:23]4[CH2:28][CH:29]([OH:35])[C:30]([O-:32])=[O:31])[N:15]=2)[CH:7]=[CH:8][C:9]=1[O:10][CH:11]([CH3:13])[CH3:12].[Li+:2]. (3) Given the reactants Br[C:2]1[CH:3]=[C:4]2[C:9](=[CH:10][CH:11]=1)[CH:8]=[N:7][CH:6]=[CH:5]2.[N:12]1[CH:17]=[CH:16][C:15](B(O)O)=[CH:14][CH:13]=1.C(=O)([O-])[O-].[Ca+2].C(COC)OC, predict the reaction product. The product is: [N:12]1[CH:17]=[CH:16][CH:15]=[CH:14][C:13]=1[C:2]1[CH:3]=[C:4]2[C:9](=[CH:10][CH:11]=1)[CH:8]=[N:7][CH:6]=[CH:5]2. (4) The product is: [O:40]1[C:41]2[CH:47]=[CH:46][CH:45]=[CH:44][C:42]=2[N:43]=[C:39]1[NH:20][CH2:19][C:16]1[CH:15]=[CH:14][C:13]([CH2:12][N:11]([CH2:10][C:2]2[NH:3][C:4]3[CH:9]=[CH:8][CH:7]=[CH:6][C:5]=3[N:1]=2)[CH:21]2[C:30]3[N:29]=[CH:28][CH:27]=[CH:26][C:25]=3[CH2:24][CH2:23][CH2:22]2)=[CH:18][CH:17]=1. Given the reactants [NH:1]1[C:5]2[CH:6]=[CH:7][CH:8]=[CH:9][C:4]=2[N:3]=[C:2]1[CH2:10][N:11]([CH:21]1[C:30]2[N:29]=[CH:28][CH:27]=[CH:26][C:25]=2[CH2:24][CH2:23][CH2:22]1)[CH2:12][C:13]1[CH:18]=[CH:17][C:16]([CH2:19][NH2:20])=[CH:15][CH:14]=1.C(N(CC)CC)C.Cl[C:39]1[O:40][C:41]2[CH:47]=[CH:46][CH:45]=[CH:44][C:42]=2[N:43]=1, predict the reaction product.